Dataset: Full USPTO retrosynthesis dataset with 1.9M reactions from patents (1976-2016). Task: Predict the reactants needed to synthesize the given product. (1) Given the product [CH3:12][C:13]1[CH:14]=[CH:15][C:16]2[N:17]([CH3:44])[C:18](=[O:43])[C:19]3[CH:29]=[C:28]([CH2:30][CH2:31][O:32][C:33]4[C:42]5[C:37](=[CH:38][CH:39]=[CH:40][CH:41]=5)[N+:36]([O-:9])=[CH:35][CH:34]=4)[CH:27]=[N:26][C:20]=3[N:21]([CH2:24][CH3:25])[C:22]=2[N:23]=1, predict the reactants needed to synthesize it. The reactants are: C1C=C(Cl)C=C(C(OO)=[O:9])C=1.[CH3:12][C:13]1[CH:14]=[CH:15][C:16]2[N:17]([CH3:44])[C:18](=[O:43])[C:19]3[CH:29]=[C:28]([CH2:30][CH2:31][O:32][C:33]4[C:42]5[C:37](=[CH:38][CH:39]=[CH:40][CH:41]=5)[N:36]=[CH:35][CH:34]=4)[CH:27]=[N:26][C:20]=3[N:21]([CH2:24][CH3:25])[C:22]=2[N:23]=1. (2) Given the product [CH2:1]([O:3][C:4]([C:6]1[C:11]([CH3:12])=[N:10][C:9]([NH:13][CH2:14][CH2:15][CH2:16][C:17]2[CH:22]=[C:21]([OH:23])[CH:20]=[CH:19][C:18]=2[F:25])=[N:8][C:7]=1[CH3:26])=[O:5])[CH3:2], predict the reactants needed to synthesize it. The reactants are: [CH2:1]([O:3][C:4]([C:6]1[C:7]([CH3:26])=[N:8][C:9]([NH:13][CH2:14][CH2:15][CH2:16][C:17]2[CH:22]=[C:21]([O:23]C)[CH:20]=[CH:19][C:18]=2[F:25])=[N:10][C:11]=1[CH3:12])=[O:5])[CH3:2].B(Br)(Br)Br.C(Cl)Cl. (3) Given the product [Cl:1][C:2]1[CH:7]=[CH:6][CH:5]=[CH:4][C:3]=1[C:8]1[CH:13]=[CH:12][CH:11]=[C:10]([NH:14][C:15]([C@@H:17]2[CH2:21][C@@H:20]3[C@@H:19]([CH2:47]3)[N:18]2[C:23](=[O:45])[CH2:24][N:25]2[C:33]3[C:28](=[CH:29][C:30]([C:34]#[C:35][C:36]4[N:37]=[CH:38][CH:39]=[CH:40][N:41]=4)=[CH:31][CH:32]=3)[C:27]([C:42]([NH2:44])=[O:43])=[N:26]2)=[O:16])[C:9]=1[F:46], predict the reactants needed to synthesize it. The reactants are: [Cl:1][C:2]1[CH:7]=[CH:6][CH:5]=[CH:4][C:3]=1[C:8]1[CH:13]=[CH:12][CH:11]=[C:10]([NH:14][C:15]([C@@H:17]2[CH2:21][C@@H:20](F)[CH2:19][N:18]2[C:23](=[O:45])[CH2:24][N:25]2[C:33]3[C:28](=[CH:29][C:30]([C:34]#[C:35][C:36]4[N:41]=[CH:40][CH:39]=[CH:38][N:37]=4)=[CH:31][CH:32]=3)[C:27]([C:42]([NH2:44])=[O:43])=[N:26]2)=[O:16])[C:9]=1[F:46].[CH3:47]N(C(ON1N=NC2C=CC=NC1=2)=[N+](C)C)C.F[P-](F)(F)(F)(F)F.CCN(C(C)C)C(C)C. (4) The reactants are: C[O:2][C:3](=[O:22])[CH:4]([C:15]1[CH:20]=[CH:19][C:18]([F:21])=[CH:17][CH:16]=1)[C:5](=O)[C:6]1[CH:11]=[CH:10][N:9]=[C:8]([S:12][CH3:13])[N:7]=1.COC(=O)C(C1C=CC(F)=CC=1)C(=O)C1C=C[N:31]=CC=1. Given the product [F:21][C:18]1[CH:19]=[CH:20][C:15]([C:4]2[C:3](=[O:22])[O:2][NH:31][C:5]=2[C:6]2[CH:11]=[CH:10][N:9]=[C:8]([S:12][CH3:13])[N:7]=2)=[CH:16][CH:17]=1, predict the reactants needed to synthesize it. (5) Given the product [F:67][C:61]1[C:62]([F:66])=[CH:63][CH:64]=[CH:65][C:60]=1[C@@H:44]1[CH2:43][CH2:42][C@@H:41]([NH:40][C:33]([N:1]2[CH2:6][CH2:5][CH:4]([N:7]3[C:15]4[C:10](=[N:11][CH:12]=[CH:13][CH:14]=4)[N:9]([CH2:16][O:17][CH2:18][CH2:19][Si:20]([CH3:21])([CH3:23])[CH3:22])[C:8]3=[O:24])[CH2:3][CH2:2]2)=[O:34])[C:47]2=[N:48][CH:49]=[CH:50][CH:51]=[C:46]2[C@H:45]1[NH:52][C:53](=[O:59])[O:54][C:55]([CH3:58])([CH3:57])[CH3:56], predict the reactants needed to synthesize it. The reactants are: [NH:1]1[CH2:6][CH2:5][CH:4]([N:7]2[C:15]3[C:10](=[N:11][CH:12]=[CH:13][CH:14]=3)[N:9]([CH2:16][O:17][CH2:18][CH2:19][Si:20]([CH3:23])([CH3:22])[CH3:21])[C:8]2=[O:24])[CH2:3][CH2:2]1.C(N(CC)CC)C.Cl[C:33](OC(Cl)(Cl)Cl)=[O:34].[NH2:40][C@H:41]1[C:47]2=[N:48][CH:49]=[CH:50][CH:51]=[C:46]2[C@@H:45]([NH:52][C:53](=[O:59])[O:54][C:55]([CH3:58])([CH3:57])[CH3:56])[C@H:44]([C:60]2[CH:65]=[CH:64][CH:63]=[C:62]([F:66])[C:61]=2[F:67])[CH2:43][CH2:42]1.